Dataset: Full USPTO retrosynthesis dataset with 1.9M reactions from patents (1976-2016). Task: Predict the reactants needed to synthesize the given product. (1) Given the product [ClH:12].[Cl:12][C:11]1[CH:7]=[C:3]([C:4]([NH2:6])=[O:5])[C:1](=[NH:2])[N:16]([CH2:17][C:18]2[CH:23]=[C:22]([Cl:24])[CH:21]=[CH:20][C:19]=2[S:25](=[O:27])(=[O:26])[N:28]([CH3:29])[CH3:30])[CH:10]=1, predict the reactants needed to synthesize it. The reactants are: [C:1]([CH:3]([CH:7]1[C:11]([Cl:12])=[C:10](Cl)C(=O)O1)[C:4]([NH2:6])=[O:5])#[N:2].Cl.[NH2:16][CH2:17][C:18]1[CH:23]=[C:22]([Cl:24])[CH:21]=[CH:20][C:19]=1[S:25]([N:28]([CH3:30])[CH3:29])(=[O:27])=[O:26].C(N(CC)CC)C. (2) Given the product [Cl:1][C:2]1[CH:3]=[C:4]([CH2:9][CH2:10][CH2:11][OH:12])[CH:5]=[CH:6][C:7]=1[Cl:8], predict the reactants needed to synthesize it. The reactants are: [Cl:1][C:2]1[CH:3]=[C:4](/[CH:9]=[CH:10]/[C:11](O)=[O:12])[CH:5]=[CH:6][C:7]=1[Cl:8].[H-].[Al+3].[Li+].[H-].[H-].[H-].O. (3) Given the product [CH3:1][O:2][C:3]1[CH:4]=[C:5]2[C:10](=[CH:11][C:12]=1[O:13][CH3:14])[N:9]=[CH:8][CH:7]=[C:6]2[O:15][C:16]1[CH:17]=[C:18]2[C:23](=[CH:24][CH:25]=1)[C:22]([NH:26][C:35](=[O:36])[C:34]1[CH:38]=[CH:39][CH:40]=[CH:41][C:33]=1[F:32])=[CH:21][CH:20]=[CH:19]2, predict the reactants needed to synthesize it. The reactants are: [CH3:1][O:2][C:3]1[CH:4]=[C:5]2[C:10](=[CH:11][C:12]=1[O:13][CH3:14])[N:9]=[CH:8][CH:7]=[C:6]2[O:15][C:16]1[CH:17]=[C:18]2[C:23](=[CH:24][CH:25]=1)[C:22]([NH2:26])=[CH:21][CH:20]=[CH:19]2.C([O-])(O)=O.[Na+].[F:32][C:33]1[CH:41]=[CH:40][CH:39]=[CH:38][C:34]=1[C:35](Cl)=[O:36].C(Cl)(Cl)Cl. (4) Given the product [CH:14]([N:13]([C:10]1[CH:11]=[CH:12][NH:8][N:9]=1)[C:17]([C:19]1[C:24]([NH:25][S:29]([C:32]2[CH:37]=[CH:36][C:35]([Cl:38])=[C:34]([C:39]([F:42])([F:41])[F:40])[CH:33]=2)(=[O:30])=[O:31])=[CH:23][C:22]([Cl:43])=[CH:21][N:20]=1)=[O:18])([CH3:16])[CH3:15], predict the reactants needed to synthesize it. The reactants are: C(OC([N:8]1[CH:12]=[CH:11][C:10]([N:13]([C:17]([C:19]2[C:24]([N:25]([S:29]([C:32]3[CH:37]=[CH:36][C:35]([Cl:38])=[C:34]([C:39]([F:42])([F:41])[F:40])[CH:33]=3)(=[O:31])=[O:30])COC)=[CH:23][C:22]([Cl:43])=[CH:21][N:20]=2)=[O:18])[CH:14]([CH3:16])[CH3:15])=[N:9]1)=O)(C)(C)C. (5) Given the product [F:1][C:2]1[CH:7]=[CH:6][C:5]([N+:8]([O-:10])=[O:9])=[CH:4][C:3]=1[C:11]1[O:12][C:13]2[CH:19]=[CH:18][C:17]([C:22]3[O:21][C:25]4[CH:26]=[CH:27][CH:28]=[CH:29][C:24]=4[CH:23]=3)=[CH:16][C:14]=2[N:15]=1, predict the reactants needed to synthesize it. The reactants are: [F:1][C:2]1[CH:7]=[CH:6][C:5]([N+:8]([O-:10])=[O:9])=[CH:4][C:3]=1[C:11]1[O:12][C:13]2[CH:19]=[CH:18][C:17](Br)=[CH:16][C:14]=2[N:15]=1.[O:21]1[C:25]2[CH:26]=[CH:27][CH:28]=[CH:29][C:24]=2[CH:23]=[C:22]1B(O)O. (6) Given the product [NH2:35][C:23]1[N:22]=[C:21]([NH:20][CH2:19][CH2:18][CH2:17][CH2:16][NH:15][S:11]([C:8]2[CH:9]=[CH:10][C:5]([S:2]([CH3:1])(=[O:4])=[O:3])=[CH:6][CH:7]=2)(=[O:13])=[O:12])[CH:26]=[C:25]([C:27]2[CH:32]=[CH:31][CH:30]=[C:29]([CH3:33])[C:28]=2[CH3:34])[N:24]=1, predict the reactants needed to synthesize it. The reactants are: [CH3:1][S:2]([C:5]1[CH:10]=[CH:9][C:8]([S:11](Cl)(=[O:13])=[O:12])=[CH:7][CH:6]=1)(=[O:4])=[O:3].[NH2:15][CH2:16][CH2:17][CH2:18][CH2:19][NH:20][C:21]1[CH:26]=[C:25]([C:27]2[CH:32]=[CH:31][CH:30]=[C:29]([CH3:33])[C:28]=2[CH3:34])[N:24]=[C:23]([NH2:35])[N:22]=1. (7) Given the product [CH3:28][N:31]([CH3:30])[CH2:2][CH2:3][CH2:4][C:5]1([C:22]2[CH:27]=[CH:26][CH:25]=[CH:24][CH:23]=2)[N:9]([C:10](=[O:14])[CH:11]([CH3:13])[CH3:12])[N:8]=[C:7]([C:15]2[CH:20]=[CH:19][CH:18]=[C:17]([F:21])[CH:16]=2)[S:6]1, predict the reactants needed to synthesize it. The reactants are: N[CH2:2][CH2:3][CH2:4][C:5]1([C:22]2[CH:27]=[CH:26][CH:25]=[CH:24][CH:23]=2)[N:9]([C:10](=[O:14])[CH:11]([CH3:13])[CH3:12])[N:8]=[C:7]([C:15]2[CH:20]=[CH:19][CH:18]=[C:17]([F:21])[CH:16]=2)[S:6]1.[CH2:28]=O.[C:30]([BH3-])#[N:31].[Na+]. (8) Given the product [P:24]([CH2:29][CH2:30][CH2:31][CH3:32])([CH2:33][CH2:34][CH2:35][CH3:36])[CH2:25][CH2:26][CH2:27][CH3:28].[C:19]([F:20])([Cl:23])([Cl:22])[Cl:21], predict the reactants needed to synthesize it. The reactants are: C(OC([C@@H](N1C(=O)CC(C=O)C1)CC)=O)(C)(C)C.[C:19]([Cl:23])([Cl:22])([Cl:21])[F:20].[P:24]([CH2:33][CH2:34][CH2:35][CH3:36])([CH2:29][CH2:30][CH2:31][CH3:32])[CH2:25][CH2:26][CH2:27][CH3:28].[PH4+].[OH-].[Na+].